From a dataset of Full USPTO retrosynthesis dataset with 1.9M reactions from patents (1976-2016). Predict the reactants needed to synthesize the given product. (1) Given the product [NH2:26][C@@H:21]([CH2:22][CH:23]([CH3:25])[CH3:24])[CH2:20][O:19][C:18]1[CH:2]=[CH:3][C:4]2[C:13]3[C:8](=[CH:9][N:10]=[C:11]([CH3:14])[CH:12]=3)[C:7](=[O:15])[N:6]([CH3:16])[C:5]=2[CH:17]=1, predict the reactants needed to synthesize it. The reactants are: Br[C:2]1[C:18]([O:19][CH2:20][C@@H:21]([NH:26]C(=O)OC(C)(C)C)[CH2:22][CH:23]([CH3:25])[CH3:24])=[CH:17][C:5]2[N:6]([CH3:16])[C:7](=[O:15])[C:8]3[C:13]([C:4]=2[CH:3]=1)=[CH:12][C:11]([CH3:14])=[N:10][CH:9]=3.Cl.O1CCOCC1. (2) Given the product [N:15]([C:5]1[CH:6]=[CH:7][C:8]([N:9]2[CH:13]=[C:12]([CH3:14])[N:11]=[CH:10]2)=[C:3]([O:2][CH3:1])[CH:4]=1)=[C:16]=[S:17], predict the reactants needed to synthesize it. The reactants are: [CH3:1][O:2][C:3]1[CH:4]=[C:5]([NH2:15])[CH:6]=[CH:7][C:8]=1[N:9]1[CH:13]=[C:12]([CH3:14])[N:11]=[CH:10]1.[C:16](N1C=CC=CC1=O)(N1C=CC=CC1=O)=[S:17].